Predict which catalyst facilitates the given reaction. From a dataset of Catalyst prediction with 721,799 reactions and 888 catalyst types from USPTO. (1) Reactant: F[B-](F)(F)F.[CH3:6][O+](C)C.[F:10][C:11]1[CH:16]=[C:15]([O:17][CH3:18])[C:14]([O:19][CH3:20])=[CH:13][C:12]=1[CH:21]([NH:25][C:26]1[CH:31]=[CH:30][C:29]([C:32]2[N:36]=[C:35]([CH3:37])[O:34][N:33]=2)=[CH:28][CH:27]=1)[C:22]([NH2:24])=[S:23].C(=O)([O-])O.[Na+]. Product: [CH3:6][S:23][C:22](=[NH:24])[CH:21]([C:12]1[CH:13]=[C:14]([O:19][CH3:20])[C:15]([O:17][CH3:18])=[CH:16][C:11]=1[F:10])[NH:25][C:26]1[CH:27]=[CH:28][C:29]([C:32]2[N:36]=[C:35]([CH3:37])[O:34][N:33]=2)=[CH:30][CH:31]=1. The catalyst class is: 4. (2) Reactant: [C:1]1([C:7]2[CH2:11][C:10](=[O:12])[NH:9][N:8]=2)[CH:6]=[CH:5][CH:4]=[CH:3][CH:2]=1.Br[CH2:14][C:15]#[N:16].C([O-])([O-])=O.[K+].[K+]. The catalyst class is: 3. Product: [C:1]1([C:7]2[CH:11]=[C:10]([O:12][CH2:14][C:15]#[N:16])[NH:9][N:8]=2)[CH:2]=[CH:3][CH:4]=[CH:5][CH:6]=1. (3) Reactant: CS[S:3][CH3:4].N[C:6]1[N:10]([C:11]2[CH:25]=[CH:24][C:14]([C:15]([NH:17][CH:18]([CH3:23])[C:19]([F:22])([F:21])[F:20])=[O:16])=[C:13]([CH3:26])[CH:12]=2)[N:9]=[C:8]([C:27]([F:30])([F:29])[F:28])[C:7]=1[C:31]1[CH:36]=[C:35]([Cl:37])[CH:34]=[C:33]([Cl:38])[CH:32]=1.N(OC(C)(C)C)=O.O. Product: [Cl:38][C:33]1[CH:32]=[C:31]([C:7]2[C:8]([C:27]([F:30])([F:28])[F:29])=[N:9][N:10]([C:11]3[CH:25]=[CH:24][C:14]([C:15]([NH:17][CH:18]([CH3:23])[C:19]([F:21])([F:22])[F:20])=[O:16])=[C:13]([CH3:26])[CH:12]=3)[C:6]=2[S:3][CH3:4])[CH:36]=[C:35]([Cl:37])[CH:34]=1. The catalyst class is: 22. (4) Product: [CH2:12]([O:11][C:9]1[CH:8]=[CH:7][CH:6]=[C:5]2[C:10]=1[N:2]([CH3:1])[CH:3]=[CH:4]2)[C:13]1[CH:18]=[CH:17][CH:16]=[CH:15][CH:14]=1. Reactant: [CH3:1][N:2]1[C:10]2[C:5](=[CH:6][CH:7]=[CH:8][C:9]=2[OH:11])[CH:4]=[CH:3]1.[CH2:12](OC1C=CC=C2C=1NC=C2)[C:13]1[CH:18]=[CH:17][CH:16]=[CH:15][CH:14]=1.C(OC)(=O)C(OC)=O.CC(C)([O-])C.[K+].C([O-])(O)=O.[Na+]. The catalyst class is: 3. (5) Reactant: [C:1]1([CH:7]([CH3:9])[CH3:8])[CH:6]=[CH:5][CH:4]=[CH:3][CH:2]=1.[Cl-].[Al+3].[Cl-].[Cl-].[CH:14]1([C:19](Cl)=[O:20])[CH2:18][CH2:17][CH2:16][CH2:15]1. Product: [CH:14]1([C:19]([C:4]2[CH:5]=[CH:6][C:1]([CH:7]([CH3:9])[CH3:8])=[CH:2][CH:3]=2)=[O:20])[CH2:18][CH2:17][CH2:16][CH2:15]1. The catalyst class is: 4. (6) Reactant: FC(F)(F)C(O)=O.[Cl:8][C:9]1[CH:10]=[CH:11][C:12]2[N:13]([N:15]=[C:16]([C:38]3[CH:43]=[CH:42][CH:41]=[CH:40][CH:39]=3)[C:17]=2[CH:18](O)[C:19]2[CH:24]=[CH:23][CH:22]=[C:21]([C:25]3[CH:30]=[C:29]([F:31])[C:28]([O:32]COC)=[C:27]([F:36])[CH:26]=3)[N:20]=2)[CH:14]=1.C([SiH](CC)CC)C.C(=O)(O)[O-].[Na+]. Product: [Cl:8][C:9]1[CH:10]=[CH:11][C:12]2[N:13]([N:15]=[C:16]([C:38]3[CH:39]=[CH:40][CH:41]=[CH:42][CH:43]=3)[C:17]=2[CH2:18][C:19]2[N:20]=[C:21]([C:25]3[CH:30]=[C:29]([F:31])[C:28]([OH:32])=[C:27]([F:36])[CH:26]=3)[CH:22]=[CH:23][CH:24]=2)[CH:14]=1. The catalyst class is: 866. (7) Product: [CH3:1][CH2:2][CH2:3][CH2:4][CH2:5][CH2:6][CH2:7][CH2:8][CH2:9][CH2:10][CH2:11][CH2:12][CH2:13][CH2:14][CH2:15][CH2:16][CH2:17][C:18]([O:20][CH2:21][C@@H:22]([O:35][C:36]([CH2:38][CH2:39][CH2:40][CH2:41][CH2:42][CH2:43][CH2:44][CH2:45][CH2:46][CH2:47][CH2:48][CH2:49][CH2:50][CH2:51][CH2:52][CH2:53][CH3:54])=[O:37])[CH2:23][O:24][P:25]([O:28][CH2:29][CH2:30][N+:31]([CH3:33])([CH3:32])[CH3:34])([O-:27])=[O:26])=[O:19].[CH3:57][CH:56]([CH2:58][CH2:59][CH2:60][C@H:61]([C@@H:63]1[C@:81]2([CH3:82])[C@H:66]([C@H:67]3[C@H:78]([CH2:79][CH2:80]2)[C@:76]2([CH3:77])[C:70]([CH2:71][C@H:72]([CH2:74][CH2:75]2)[OH:73])=[CH:69][CH2:68]3)[CH2:65][CH2:64]1)[CH3:62])[CH3:55]. Reactant: [CH3:1][CH2:2][CH2:3][CH2:4][CH2:5][CH2:6][CH2:7][CH2:8][CH2:9][CH2:10][CH2:11][CH2:12][CH2:13][CH2:14][CH2:15][CH2:16][CH2:17][C:18]([O:20][CH2:21][C@@H:22]([O:35][C:36]([CH2:38][CH2:39][CH2:40][CH2:41][CH2:42][CH2:43][CH2:44][CH2:45][CH2:46][CH2:47][CH2:48][CH2:49][CH2:50][CH2:51][CH2:52][CH2:53][CH3:54])=[O:37])[CH2:23][O:24][P:25]([O:28][CH2:29][CH2:30][N+:31]([CH3:34])([CH3:33])[CH3:32])([O-:27])=[O:26])=[O:19].[CH3:55][CH:56]([CH2:58][CH2:59][CH2:60][C@H:61]([C@@H:63]1[C@:81]2([CH3:82])[C@H:66]([C@H:67]3[C@H:78]([CH2:79][CH2:80]2)[C@:76]2([CH3:77])[C:70]([CH2:71][C@H:72]([CH2:74][CH2:75]2)[OH:73])=[CH:69][CH2:68]3)[CH2:65][CH2:64]1)[CH3:62])[CH3:57].C(O)C(N)(CO)CO.C1CN2C3C(CCC2)=C2OC4C(C=C5C6C=4CCC[N+]=6CCC5)=C(C4C=CC(S(O)(=O)=O)=CC=4S([O-])(=O)=O)C2=CC=3C1. The catalyst class is: 14. (8) Reactant: Br[CH2:2][CH:3]([CH2:8]Br)[C:4]([O:6][CH3:7])=[O:5].[CH3:10][C:11]12[C:23]3([CH3:24])[N:15]([CH2:16][CH2:17][CH2:18][N:19]3[CH2:20][CH2:21][NH:22]1)[CH2:14][CH2:13][NH:12]2.C(=O)([O-])[O-].[K+].[K+]. Product: [CH3:10][C:11]12[C:23]3([CH3:24])[N:15]4[CH2:16][CH2:17][CH2:18][N:19]3[CH2:20][CH2:21][N:22]1[CH2:2][CH:3]([C:4]([O:6][CH3:7])=[O:5])[CH2:8][N:12]2[CH2:13][CH2:14]4. The catalyst class is: 10. (9) Reactant: [F:1][C:2]1[CH:7]=[C:6]([O:8][C:9]2[CH:14]=[CH:13][N:12]=[C:11]([NH:15][C:16]([N:18]3[CH2:21][CH:20]([OH:22])[CH2:19]3)=[O:17])[CH:10]=2)[C:5]([F:23])=[CH:4][C:3]=1[NH:24][C:25]([CH2:27][C:28]1([CH2:31][C:32]([NH:34][C:35]2[CH:40]=[CH:39][C:38]([F:41])=[CH:37][CH:36]=2)=[O:33])[CH2:30][CH2:29]1)=[O:26].[C:42]1([S:48]([OH:51])(=[O:50])=[O:49])[CH:47]=[CH:46][CH:45]=[CH:44][CH:43]=1. Product: [C:42]1([S:48]([OH:51])(=[O:50])=[O:49])[CH:47]=[CH:46][CH:45]=[CH:44][CH:43]=1.[F:1][C:2]1[CH:7]=[C:6]([O:8][C:9]2[CH:14]=[CH:13][N:12]=[C:11]([NH:15][C:16]([N:18]3[CH2:19][CH:20]([OH:22])[CH2:21]3)=[O:17])[CH:10]=2)[C:5]([F:23])=[CH:4][C:3]=1[NH:24][C:25]([CH2:27][C:28]1([CH2:31][C:32]([NH:34][C:35]2[CH:36]=[CH:37][C:38]([F:41])=[CH:39][CH:40]=2)=[O:33])[CH2:30][CH2:29]1)=[O:26]. The catalyst class is: 8. (10) The catalyst class is: 8. Product: [OH:16][NH:15][C:12]([C:9]1[CH:10]=[CH:11][C:5]2[O:4][C:3]([CH2:2][OH:1])=[CH:7][C:6]=2[CH:8]=1)=[NH:13]. Reactant: [OH:1][CH2:2][C:3]1[O:4][C:5]2[CH:11]=[CH:10][C:9]([C:12]#[N:13])=[CH:8][C:6]=2[CH:7]=1.Cl.[NH2:15][OH:16].C(N(CC)C(C)C)(C)C.